The task is: Predict the reactants needed to synthesize the given product.. This data is from Full USPTO retrosynthesis dataset with 1.9M reactions from patents (1976-2016). (1) Given the product [C:1]([C:5]1[N:6]=[C:7]([NH:10][C:11]([C:13]2[CH:35]=[CH:34][N:16]3[C:17](=[O:33])[CH:18]=[C:19]([N:21]4[CH2:26][CH2:25][CH2:24][C@@H:23]([OH:27])[CH2:22]4)[N:20]=[C:15]3[CH:14]=2)=[O:12])[S:8][CH:9]=1)([CH3:4])([CH3:2])[CH3:3], predict the reactants needed to synthesize it. The reactants are: [C:1]([C:5]1[N:6]=[C:7]([NH:10][C:11]([C:13]2[CH:35]=[CH:34][N:16]3[C:17](=[O:33])[C:18](C(=C)C(O)=O)=[C:19]([N:21]4[CH2:26][CH2:25][CH2:24][CH:23]([OH:27])[CH2:22]4)[N:20]=[C:15]3[CH:14]=2)=[O:12])[S:8][CH:9]=1)([CH3:4])([CH3:3])[CH3:2].C(C1N=C(NC(C2C=CN3C(=O)CC(=O)N=C3C=2)=O)SC=1)(C)(C)C.O[C@@H]1CCCNC1. (2) Given the product [N:25]([C@@H:28]([C@@H:32]([C:39]1[CH:40]=[CH:41][C:42]([Cl:45])=[CH:43][CH:44]=1)[CH:33]1[CH2:34][CH2:35][O:36][CH2:37][CH2:38]1)[C:29]([NH:1][C:2]1[CH:3]=[N:4][CH:5]=[C:6]([F:24])[C:7]=1[CH2:8][CH2:9][C@H:10]1[CH2:14][O:13][C:12]([CH3:16])([CH3:15])[N:11]1[C:17]([O:19][C:20]([CH3:23])([CH3:22])[CH3:21])=[O:18])=[O:30])=[N+:26]=[N-:27], predict the reactants needed to synthesize it. The reactants are: [NH2:1][C:2]1[CH:3]=[N:4][CH:5]=[C:6]([F:24])[C:7]=1[CH2:8][CH2:9][C@H:10]1[CH2:14][O:13][C:12]([CH3:16])([CH3:15])[N:11]1[C:17]([O:19][C:20]([CH3:23])([CH3:22])[CH3:21])=[O:18].[N:25]([C@@H:28]([C@@H:32]([C:39]1[CH:44]=[CH:43][C:42]([Cl:45])=[CH:41][CH:40]=1)[CH:33]1[CH2:38][CH2:37][O:36][CH2:35][CH2:34]1)[C:29](O)=[O:30])=[N+:26]=[N-:27].O=P(Cl)(Cl)Cl. (3) The reactants are: [CH2:1]([O:3][C:4](=[O:32])[C@H:5]([OH:31])[CH2:6][N:7]([CH2:17][C:18]1[CH:23]=[CH:22][C:21]([C:24]2[CH:29]=[CH:28][CH:27]=[C:26]([Cl:30])[CH:25]=2)=[CH:20][CH:19]=1)[NH:8][C:9]([C:11]1[O:15][N:14]=[C:13]([OH:16])[CH:12]=1)=[O:10])[CH3:2].[CH:33](O)(C)C.Cl.O1CCOCC1. Given the product [CH:1]([O:3][C:4](=[O:32])[C@H:5]([OH:31])[CH2:6][N:7]([CH2:17][C:18]1[CH:23]=[CH:22][C:21]([C:24]2[CH:29]=[CH:28][CH:27]=[C:26]([Cl:30])[CH:25]=2)=[CH:20][CH:19]=1)[NH:8][C:9]([C:11]1[O:15][N:14]=[C:13]([OH:16])[CH:12]=1)=[O:10])([CH3:33])[CH3:2], predict the reactants needed to synthesize it. (4) Given the product [ClH:24].[F:23][C:20]([F:21])([F:22])[C:17]1[CH:16]=[CH:15][C:14]([C:11]2[CH2:12][CH2:13][NH:8][CH2:9][CH:10]=2)=[CH:19][CH:18]=1, predict the reactants needed to synthesize it. The reactants are: C([N:8]1[CH2:13][CH:12]=[C:11]([C:14]2[CH:19]=[CH:18][C:17]([C:20]([F:23])([F:22])[F:21])=[CH:16][CH:15]=2)[CH2:10][CH2:9]1)C1C=CC=CC=1.[Cl:24]C(OCCCl)=O.CO.C(OCC)C. (5) Given the product [CH3:11][C:10]1[C:4]2[C:5](=[N:6][CH:7]=[C:2]([B:17]3[O:21][C:20]([CH3:23])([CH3:22])[C:19]([CH3:25])([CH3:24])[O:18]3)[CH:3]=2)[NH:8][CH:9]=1, predict the reactants needed to synthesize it. The reactants are: Br[C:2]1[CH:3]=[C:4]2[C:10]([CH3:11])=[CH:9][NH:8][C:5]2=[N:6][CH:7]=1.CC([O-])=O.[K+].[B:17]1([B:17]2[O:21][C:20]([CH3:23])([CH3:22])[C:19]([CH3:25])([CH3:24])[O:18]2)[O:21][C:20]([CH3:23])([CH3:22])[C:19]([CH3:25])([CH3:24])[O:18]1. (6) Given the product [Br:11][CH2:10][C:9]1[CH:8]=[CH:7][C:4]([C:5]#[N:6])=[CH:3][C:2]=1[Cl:1], predict the reactants needed to synthesize it. The reactants are: [Cl:1][C:2]1[CH:3]=[C:4]([CH:7]=[CH:8][C:9]=1[CH3:10])[C:5]#[N:6].[Br:11]N1C(=O)CCC1=O.N(C(C)(C)C#N)=NC(C)(C)C#N.O. (7) Given the product [F:9][C:8]([F:11])([F:10])[C:5]1[CH:6]=[CH:7][C:2]([C:14]2[CH:15]=[N:16][CH:17]=[CH:18][CH:19]=2)=[CH:3][CH:4]=1, predict the reactants needed to synthesize it. The reactants are: Br[C:2]1[CH:7]=[CH:6][C:5]([C:8]([F:11])([F:10])[F:9])=[CH:4][CH:3]=1.[Mg].Br[C:14]1[CH:15]=[N:16][CH:17]=[CH:18][CH:19]=1.Cl. (8) Given the product [Si:13]([O:7][CH:3]([CH:2]([F:8])[F:1])[C:4]([NH2:6])=[O:5])([C:9]([CH3:12])([CH3:11])[CH3:10])([CH3:16])[CH3:15], predict the reactants needed to synthesize it. The reactants are: [F:1][CH:2]([F:8])[CH:3]([OH:7])[C:4]([NH2:6])=[O:5].[C:9]([Si:13]([CH3:16])([CH3:15])Cl)([CH3:12])([CH3:11])[CH3:10].C(N(CC)CC)C.